Regression. Given two drug SMILES strings and cell line genomic features, predict the synergy score measuring deviation from expected non-interaction effect. From a dataset of NCI-60 drug combinations with 297,098 pairs across 59 cell lines. (1) Drug 1: CNC(=O)C1=NC=CC(=C1)OC2=CC=C(C=C2)NC(=O)NC3=CC(=C(C=C3)Cl)C(F)(F)F. Drug 2: CC1C(C(CC(O1)OC2CC(CC3=C2C(=C4C(=C3O)C(=O)C5=C(C4=O)C(=CC=C5)OC)O)(C(=O)CO)O)N)O.Cl. Cell line: CAKI-1. Synergy scores: CSS=40.2, Synergy_ZIP=6.06, Synergy_Bliss=3.32, Synergy_Loewe=-16.9, Synergy_HSA=-1.87. (2) Drug 1: C1=CN(C(=O)N=C1N)C2C(C(C(O2)CO)O)O.Cl. Drug 2: C(=O)(N)NO. Cell line: HCT116. Synergy scores: CSS=47.7, Synergy_ZIP=4.58, Synergy_Bliss=3.63, Synergy_Loewe=-36.8, Synergy_HSA=1.09. (3) Drug 1: CCCCC(=O)OCC(=O)C1(CC(C2=C(C1)C(=C3C(=C2O)C(=O)C4=C(C3=O)C=CC=C4OC)O)OC5CC(C(C(O5)C)O)NC(=O)C(F)(F)F)O. Drug 2: N.N.Cl[Pt+2]Cl. Cell line: MALME-3M. Synergy scores: CSS=87.5, Synergy_ZIP=-2.68, Synergy_Bliss=-1.78, Synergy_Loewe=-0.859, Synergy_HSA=1.99. (4) Drug 1: COC1=C(C=C2C(=C1)N=CN=C2NC3=CC(=C(C=C3)F)Cl)OCCCN4CCOCC4. Drug 2: C1C(C(OC1N2C=NC(=NC2=O)N)CO)O. Cell line: SF-268. Synergy scores: CSS=7.24, Synergy_ZIP=-2.42, Synergy_Bliss=3.79, Synergy_Loewe=-0.228, Synergy_HSA=0.240. (5) Drug 1: C1=CC(=C2C(=C1NCCNCCO)C(=O)C3=C(C=CC(=C3C2=O)O)O)NCCNCCO. Drug 2: C1CN(P(=O)(OC1)NCCCl)CCCl. Cell line: OVCAR-5. Synergy scores: CSS=32.4, Synergy_ZIP=-9.84, Synergy_Bliss=-0.768, Synergy_Loewe=-74.8, Synergy_HSA=-1.79. (6) Drug 1: CC(C)CN1C=NC2=C1C3=CC=CC=C3N=C2N. Drug 2: CC1C(C(CC(O1)OC2CC(CC3=C2C(=C4C(=C3O)C(=O)C5=C(C4=O)C(=CC=C5)OC)O)(C(=O)CO)O)N)O.Cl. Cell line: HOP-62. Synergy scores: CSS=34.4, Synergy_ZIP=0.124, Synergy_Bliss=-1.37, Synergy_Loewe=-17.1, Synergy_HSA=-3.30. (7) Synergy scores: CSS=1.23, Synergy_ZIP=0.0147, Synergy_Bliss=0.128, Synergy_Loewe=-6.75, Synergy_HSA=-0.414. Drug 2: C1C(C(OC1N2C=NC3=C(N=C(N=C32)Cl)N)CO)O. Drug 1: C1CCN(CC1)CCOC2=CC=C(C=C2)C(=O)C3=C(SC4=C3C=CC(=C4)O)C5=CC=C(C=C5)O. Cell line: UACC62.